From a dataset of Reaction yield outcomes from USPTO patents with 853,638 reactions. Predict the reaction yield, written as a fraction of the theoretical maximum amount of product (1.0 means a 100% yield; for example, 0.34 means a 34% yield). (1) The reactants are [OH:1][CH:2]1[CH2:5][N:4]([C:6]([O:8][CH2:9][C:10]2[CH:15]=[CH:14][CH:13]=[CH:12][CH:11]=2)=[O:7])[CH2:3]1.CC(OI1(OC(C)=O)(OC(C)=O)OC(=O)C2C=CC=CC1=2)=O. The catalyst is ClCCl. The product is [O:1]=[C:2]1[CH2:5][N:4]([C:6]([O:8][CH2:9][C:10]2[CH:15]=[CH:14][CH:13]=[CH:12][CH:11]=2)=[O:7])[CH2:3]1. The yield is 0.990. (2) The reactants are [OH:1][C:2]1[C:3](=[O:29])[C:4]([C:18]2[N:22]([C:23]3[CH:28]=[CH:27][CH:26]=[CH:25][CH:24]=3)[N:21]=[CH:20][CH:19]=2)=[N:5][N:6]([C:8]2[CH:13]=[CH:12][CH:11]=[C:10]([C:14]([F:17])([F:16])[F:15])[CH:9]=2)[CH:7]=1.Br[CH2:31][CH:32]1[CH2:34][CH2:33]1.C([O-])([O-])=O.[K+].[K+].O. The catalyst is CN(C=O)C. The product is [CH:32]1([CH2:31][O:1][C:2]2[C:3](=[O:29])[C:4]([C:18]3[N:22]([C:23]4[CH:24]=[CH:25][CH:26]=[CH:27][CH:28]=4)[N:21]=[CH:20][CH:19]=3)=[N:5][N:6]([C:8]3[CH:13]=[CH:12][CH:11]=[C:10]([C:14]([F:16])([F:15])[F:17])[CH:9]=3)[CH:7]=2)[CH2:34][CH2:33]1. The yield is 0.910. (3) The reactants are [CH3:1][O:2][CH2:3][CH2:4][N:5]1[C:10]2=[N:11][C:12]([Sn](C)(C)C)=[CH:13][N:14]=[C:9]2[NH:8][CH2:7][C:6]1=[O:19].Br[C:21]1[C:22]([CH3:38])=[N:23][C:24]([C:27]2[N:31]=[CH:30][N:29](C3CCCCO3)[N:28]=2)=[CH:25][CH:26]=1.C1(C)C=CC=CC=1P(C1C=CC=CC=1C)C1C=CC=CC=1C.C(N(CC)CC)C. The catalyst is CN(C)C=O. The product is [CH3:1][O:2][CH2:3][CH2:4][N:5]1[C:10]2=[N:11][C:12]([C:21]3[C:22]([CH3:38])=[N:23][C:24]([C:27]4[NH:31][CH:30]=[N:29][N:28]=4)=[CH:25][CH:26]=3)=[CH:13][N:14]=[C:9]2[NH:8][CH2:7][C:6]1=[O:19]. The yield is 0.100. (4) The reactants are [CH3:1][N:2]1[CH2:7][CH2:6][CH:5]([CH2:8]O)[CH2:4][CH2:3]1.[S-2:10].[Na+].[Na+].P(=O)(O)(O)O.[C:18](Cl)(=[O:20])[CH3:19]. The catalyst is C(#N)C. The product is [C:18]([S:10][CH2:8][CH:5]1[CH2:4][CH2:3][N:2]([CH3:1])[CH2:7][CH2:6]1)(=[O:20])[CH3:19]. The yield is 0.100. (5) The catalyst is C1(C)C=CC=CC=1.CC([O-])=O.CC([O-])=O.[Pd+2]. The yield is 0.510. The product is [C:24]([C:11]1[C:12](=[O:23])[N:13]([CH2:14][C:15]2[CH:20]=[CH:19][C:18]([CH3:21])=[CH:17][C:16]=2[CH3:22])[C:8]([C:5]2[CH:6]=[CH:7][C:2]([O:44][C:40]3[CH:41]=[C:42]4[C:37](=[CH:38][CH:39]=3)[NH:36][C:35]([C:33]([O:32][CH2:30][CH3:31])=[O:34])=[CH:43]4)=[CH:3][CH:4]=2)=[CH:9][C:10]=1[C:26]([F:27])([F:28])[F:29])#[N:25]. The reactants are Br[C:2]1[CH:7]=[CH:6][C:5]([C:8]2[N:13]([CH2:14][C:15]3[CH:20]=[CH:19][C:18]([CH3:21])=[CH:17][C:16]=3[CH3:22])[C:12](=[O:23])[C:11]([C:24]#[N:25])=[C:10]([C:26]([F:29])([F:28])[F:27])[CH:9]=2)=[CH:4][CH:3]=1.[CH2:30]([O:32][C:33]([C:35]1[NH:36][C:37]2[C:42]([CH:43]=1)=[CH:41][C:40]([OH:44])=[CH:39][CH:38]=2)=[O:34])[CH3:31].P([O-])([O-])([O-])=O.[K+].[K+].[K+].C(P(C(C)(C)C)C1C=CC=CC=1C1C=CC=CC=1)(C)(C)C.